This data is from Forward reaction prediction with 1.9M reactions from USPTO patents (1976-2016). The task is: Predict the product of the given reaction. (1) Given the reactants [CH3:1][NH:2][C:3]([N:5]1[C:13]2[C:8](=[CH:9][C:10]([O:14][C:15]3[CH:20]=[CH:19][N:18]=[C:17]([NH2:21])[N:16]=3)=[CH:11][CH:12]=2)[CH:7]=[CH:6]1)=[O:4].[I:22]N1C(=O)CCC1=O, predict the reaction product. The product is: [CH3:1][NH:2][C:3]([N:5]1[C:13]2[C:8](=[CH:9][C:10]([O:14][C:15]3[C:20]([I:22])=[CH:19][N:18]=[C:17]([NH2:21])[N:16]=3)=[CH:11][CH:12]=2)[CH:7]=[CH:6]1)=[O:4]. (2) Given the reactants [CH3:1][O:2][C:3]1[CH:8]=[CH:7][C:6]([N+:9]([O-])=O)=[CH:5][C:4]=1[C:12]([F:15])([F:14])[F:13], predict the reaction product. The product is: [CH3:1][O:2][C:3]1[CH:8]=[CH:7][C:6]([NH2:9])=[CH:5][C:4]=1[C:12]([F:13])([F:14])[F:15]. (3) Given the reactants [F:1][C:2]1[CH:7]=[CH:6][CH:5]=[CH:4][C:3]=1[C:8]1[CH:16]=[CH:15][CH:14]=[C:13]2[C:9]=1[CH2:10][C:11](=[O:17])[NH:12]2.[N:18]1([CH2:23][CH2:24][NH:25][C:26]([C:28]2[C:32]([CH3:33])=[C:31]([CH:34]=O)[NH:30][C:29]=2[CH3:36])=[O:27])[CH2:22][CH2:21][CH2:20][CH2:19]1, predict the reaction product. The product is: [N:18]1([CH2:23][CH2:24][NH:25][C:26]([C:28]2[C:32]([CH3:33])=[C:31]([CH:34]=[C:10]3[C:9]4[C:13](=[CH:14][CH:15]=[CH:16][C:8]=4[C:3]4[CH:4]=[CH:5][CH:6]=[CH:7][C:2]=4[F:1])[NH:12][C:11]3=[O:17])[NH:30][C:29]=2[CH3:36])=[O:27])[CH2:22][CH2:21][CH2:20][CH2:19]1. (4) The product is: [C:1]([C:5]1[CH:6]=[C:7]([C:14](=[O:16])[CH3:15])[CH:8]=[C:9]([O:13][CH2:18][CH2:19][O:20][CH:21]2[CH2:26][CH2:25][CH2:24][CH2:23][O:22]2)[C:10]=1[O:11][CH3:12])([CH3:4])([CH3:2])[CH3:3]. Given the reactants [C:1]([C:5]1[CH:6]=[C:7]([C:14](=[O:16])[CH3:15])[CH:8]=[C:9]([OH:13])[C:10]=1[O:11][CH3:12])([CH3:4])([CH3:3])[CH3:2].Br[CH2:18][CH2:19][O:20][CH:21]1[CH2:26][CH2:25][CH2:24][CH2:23][O:22]1, predict the reaction product. (5) Given the reactants C(Cl)Cl.Cl.[CH3:5][S:6][C:7]1[C:15]2[NH:14][C:13]3[CH2:16][CH2:17][NH:18][CH2:19][C:12]=3[C:11]=2[CH:10]=[CH:9][CH:8]=1.C(N(CC)CC)C.[C:27](O[C:27]([O:29][C:30]([CH3:33])([CH3:32])[CH3:31])=[O:28])([O:29][C:30]([CH3:33])([CH3:32])[CH3:31])=[O:28], predict the reaction product. The product is: [CH3:5][S:6][C:7]1[C:15]2[NH:14][C:13]3[CH2:16][CH2:17][N:18]([C:27]([O:29][C:30]([CH3:33])([CH3:32])[CH3:31])=[O:28])[CH2:19][C:12]=3[C:11]=2[CH:10]=[CH:9][CH:8]=1. (6) Given the reactants [CH:1]([C@@H:4]1[CH2:10][N:9]([C:11]([CH:13]2[CH2:18][CH2:17][O:16][CH2:15][CH2:14]2)=[O:12])[CH2:8][C:7]2[CH:19]=[CH:20][C:21]([C:23]([O:25]C)=O)=[CH:22][C:6]=2[O:5]1)([CH3:3])[CH3:2].[NH2:27][OH:28].[OH-].[Na+], predict the reaction product. The product is: [OH:28][NH:27][C:23]([C:21]1[CH:20]=[CH:19][C:7]2[CH2:8][N:9]([C:11]([CH:13]3[CH2:18][CH2:17][O:16][CH2:15][CH2:14]3)=[O:12])[CH2:10][C@@H:4]([CH:1]([CH3:3])[CH3:2])[O:5][C:6]=2[CH:22]=1)=[O:25]. (7) Given the reactants [N:1]1([C:6]2[CH:11]=[CH:10][C:9]([C:12]3[O:13][C:14]4[CH:30]=[CH:29][C:28]([NH:31][C:32](=[NH:34])[CH3:33])=[CH:27][C:15]=4[C:16](=[O:26])[C:17]=3[O:18]CC3C=CC=CC=3)=[CH:8][CH:7]=2)[CH:5]=[CH:4][N:3]=[CH:2]1.[ClH:35], predict the reaction product. The product is: [ClH:35].[N:1]1([C:6]2[CH:11]=[CH:10][C:9]([C:12]3[O:13][C:14]4[CH:30]=[CH:29][C:28]([NH:31][C:32](=[NH:34])[CH3:33])=[CH:27][C:15]=4[C:16](=[O:26])[C:17]=3[OH:18])=[CH:8][CH:7]=2)[CH:5]=[CH:4][N:3]=[CH:2]1.